This data is from Forward reaction prediction with 1.9M reactions from USPTO patents (1976-2016). The task is: Predict the product of the given reaction. (1) Given the reactants [NH3:1].[Cl:2][C:3]1[CH:4]=[C:5]([N:10]2[C:14]([CH3:15])=[CH:13][C:12]([C:16]([O:18]CC)=O)=[N:11]2)[CH:6]=[CH:7][C:8]=1[F:9], predict the reaction product. The product is: [Cl:2][C:3]1[CH:4]=[C:5]([N:10]2[C:14]([CH3:15])=[CH:13][C:12]([C:16]([NH2:1])=[O:18])=[N:11]2)[CH:6]=[CH:7][C:8]=1[F:9]. (2) Given the reactants [Br:1][C:2]1[N:7]=[CH:6][C:5]([OH:8])=[CH:4][CH:3]=1.F[C:10]1[CH:17]=[CH:16][C:13]([C:14]#[N:15])=[CH:12][CH:11]=1.C([O-])([O-])=O.[K+].[K+], predict the reaction product. The product is: [Br:1][C:2]1[N:7]=[CH:6][C:5]([O:8][C:10]2[CH:17]=[CH:16][C:13]([C:14]#[N:15])=[CH:12][CH:11]=2)=[CH:4][CH:3]=1. (3) The product is: [NH2:1][C:2]1[N:6]([C:7]2[CH:8]=[C:9]([CH2:13][CH:14]([CH3:18])[C:15]([NH2:17])=[O:16])[CH:10]=[CH:11][CH:12]=2)[N:5]=[C:4]([C:19]2[CH:24]=[CH:23][CH:22]=[CH:21][C:20]=2[F:25])[CH:3]=1. Given the reactants [NH2:1][C:2]1[N:6]([C:7]2[CH:8]=[C:9](/[CH:13]=[C:14](\[CH3:18])/[C:15]([NH2:17])=[O:16])[CH:10]=[CH:11][CH:12]=2)[N:5]=[C:4]([C:19]2[CH:24]=[CH:23][CH:22]=[CH:21][C:20]=2[F:25])[CH:3]=1, predict the reaction product. (4) Given the reactants Br[C:2]1[CH:3]=[C:4]2[C:9](=[CH:10][CH:11]=1)[C:8](=[O:12])[NH:7][N:6]=[C:5]2[Cl:13].[F:14][CH:15]([F:25])[O:16][C:17]1[CH:18]=[C:19]([CH:22]=[CH:23][CH:24]=1)[CH2:20][NH2:21].C1C=CC(P(C2C(C3C(P(C4C=CC=CC=4)C4C=CC=CC=4)=CC=C4C=3C=CC=C4)=C3C(C=CC=C3)=CC=2)C2C=CC=CC=2)=CC=1.CC([O-])(C)C.[Na+], predict the reaction product. The product is: [Cl:13][C:5]1[C:4]2[C:9](=[CH:10][CH:11]=[C:2]([NH:21][CH2:20][C:19]3[CH:22]=[CH:23][CH:24]=[C:17]([O:16][CH:15]([F:14])[F:25])[CH:18]=3)[CH:3]=2)[C:8](=[O:12])[NH:7][N:6]=1. (5) Given the reactants Cl[C:2]1[N:7]=[C:6]([O:8][CH2:9][C:10]2([CH2:14][OH:15])[CH2:13][CH2:12][CH2:11]2)[CH:5]=[CH:4][N:3]=1.[C:16]1([N:22]2[CH2:27][CH2:26][NH:25][CH2:24][CH2:23]2)[CH:21]=[CH:20][CH:19]=[CH:18][CH:17]=1, predict the reaction product. The product is: [C:16]1([N:22]2[CH2:27][CH2:26][N:25]([C:2]3[N:7]=[C:6]([O:8][CH2:9][C:10]4([CH2:14][OH:15])[CH2:13][CH2:12][CH2:11]4)[CH:5]=[CH:4][N:3]=3)[CH2:24][CH2:23]2)[CH:21]=[CH:20][CH:19]=[CH:18][CH:17]=1. (6) Given the reactants [C:1]([O:5][C:6]([N:8]([CH2:20][C:21]1[CH:32]=[C:31]([O:33][CH3:34])[CH:30]=[CH:29][C:22]=1[CH:23]=[CH:24][C:25]([O:27][CH3:28])=[O:26])[CH2:9][C:10]1[CH:15]=[CH:14][C:13]([C:16]([F:19])([F:18])[F:17])=[CH:12][CH:11]=1)=[O:7])([CH3:4])([CH3:3])[CH3:2], predict the reaction product. The product is: [C:1]([O:5][C:6]([N:8]([CH2:20][C:21]1[CH:32]=[C:31]([O:33][CH3:34])[CH:30]=[CH:29][C:22]=1[CH2:23][CH2:24][C:25]([O:27][CH3:28])=[O:26])[CH2:9][C:10]1[CH:11]=[CH:12][C:13]([C:16]([F:17])([F:18])[F:19])=[CH:14][CH:15]=1)=[O:7])([CH3:3])([CH3:4])[CH3:2]. (7) Given the reactants [F:1][C:2]([F:12])([F:11])[C:3]1[CH:4]=[C:5]([CH:8]=[CH:9][CH:10]=1)[CH:6]=O.[CH2:13]1[C@@H:17]2[CH2:18][CH2:19][C@@H:20]([NH:21][S:22]([C:25]3[CH:30]=[CH:29][CH:28]=[C:27]([C:31]([F:34])([F:33])[F:32])[CH:26]=3)(=[O:24])=[O:23])[C@@H:16]2[CH2:15][NH:14]1.C1(C(C2CCCCC2)C(N[C@@H]2[C@H]3[C@H](CNC3)CC2)=O)CCCCC1, predict the reaction product. The product is: [F:1][C:2]([F:12])([F:11])[C:3]1[CH:4]=[C:5]([CH:8]=[C:9]([C:2]([F:12])([F:11])[F:1])[CH:10]=1)[CH2:6][N:14]1[CH2:15][C@H:16]2[C@H:20]([NH:21][S:22]([C:25]3[CH:30]=[CH:29][CH:28]=[C:27]([C:31]([F:34])([F:32])[F:33])[CH:26]=3)(=[O:24])=[O:23])[CH2:19][CH2:18][C@H:17]2[CH2:13]1. (8) Given the reactants [N:1]1([C:10]2[CH:15]=[CH:14][N:13]=[C:12]([NH:16][CH:17]3[CH2:22][CH2:21][C:20](=[O:23])[CH2:19][CH2:18]3)[N:11]=2)[C:5]2[CH:6]=[CH:7][CH:8]=[CH:9][C:4]=2[N:3]=[N:2]1.[CH3:24][Mg]Cl.[NH4+].[Cl-], predict the reaction product. The product is: [N:1]1([C:10]2[CH:15]=[CH:14][N:13]=[C:12]([NH:16][CH:17]3[CH2:18][CH2:19][C:20]([CH3:24])([OH:23])[CH2:21][CH2:22]3)[N:11]=2)[C:5]2[CH:6]=[CH:7][CH:8]=[CH:9][C:4]=2[N:3]=[N:2]1. (9) Given the reactants [CH3:1][NH:2][S:3]([C:6]1[CH:14]=[CH:13][C:9]([C:10](O)=[O:11])=[CH:8][CH:7]=1)(=[O:5])=[O:4].Cl, predict the reaction product. The product is: [OH:11][CH2:10][C:9]1[CH:8]=[CH:7][C:6]([S:3]([NH:2][CH3:1])(=[O:5])=[O:4])=[CH:14][CH:13]=1. (10) Given the reactants C(O[C:6]([N:8]1[CH2:12][C:11](=[N:13][O:14][CH3:15])[CH2:10][C@H:9]1[C:16]([OH:18])=O)=[O:7])(C)(C)C.[C:19]1([C:28]2[CH:33]=[CH:32][CH:31]=[CH:30][CH:29]=2)[CH:24]=[CH:23][C:22](C(Cl)=O)=[CH:21][CH:20]=1.[NH2:34][CH2:35][C@@H:36]([C:38]1[CH:43]=[CH:42][CH:41]=[CH:40][CH:39]=1)[OH:37], predict the reaction product. The product is: [C:28]1([C:19]2[CH:20]=[CH:21][CH:22]=[CH:23][CH:24]=2)[CH:29]=[CH:30][C:31]([C:6]([N:8]2[CH2:12][C:11](=[N:13][O:14][CH3:15])[CH2:10][C@H:9]2[C:16]([NH:34][CH2:35][C@H:36]([OH:37])[C:38]2[CH:43]=[CH:42][CH:41]=[CH:40][CH:39]=2)=[O:18])=[O:7])=[CH:32][CH:33]=1.